Task: Predict the reaction yield, written as a fraction of the theoretical maximum amount of product (1.0 means a 100% yield; for example, 0.34 means a 34% yield).. Dataset: Reaction yield outcomes from USPTO patents with 853,638 reactions (1) The reactants are C([O-])=O.[NH4+].C([N:12]1[CH2:16][CH:15]2[C:17](=[CH2:26])[C:18]3[CH:19]=[CH:20][C:21]([O:24][CH3:25])=[CH:22][C:23]=3[CH:14]2[CH2:13]1)C1C=CC=CC=1. The catalyst is CO.[Pd]. The product is [CH3:25][O:24][C:21]1[CH:20]=[CH:19][C:18]2[CH:17]([CH3:26])[CH:15]3[CH2:16][NH:12][CH2:13][CH:14]3[C:23]=2[CH:22]=1. The yield is 1.00. (2) The reactants are [ClH:1].Cl.[CH3:3][O:4][C:5]1[CH:10]=[CH:9][C:8]([C:11]2[CH:16]=[CH:15][CH:14]=[CH:13][C:12]=2[S:17]([CH3:20])(=[O:19])=[O:18])=[CH:7][C:6]=1[CH2:21][NH:22][C@H:23]1[CH2:28][CH2:27][NH:26][CH2:25][C@H:24]1[C:29]1[CH:34]=[CH:33][CH:32]=[CH:31][CH:30]=1.[C:35]([N:38]1[CH2:43][CH2:42][CH:41]([C:44](O)=[O:45])[CH2:40][CH2:39]1)(=[O:37])[CH3:36].CCN=C=NCCCN(C)C.C1C=CC2N(O)N=NC=2C=1.Cl.C(OCC)(=O)C. The catalyst is CN(C=O)C.C(OCC)(=O)C.CCCCCC.O.CCN(CC)CC. The product is [ClH:1].[C:35]([N:38]1[CH2:39][CH2:40][CH:41]([C:44]([N:26]2[CH2:27][CH2:28][C@H:23]([NH:22][CH2:21][C:6]3[CH:7]=[C:8]([C:11]4[CH:16]=[CH:15][CH:14]=[CH:13][C:12]=4[S:17]([CH3:20])(=[O:19])=[O:18])[CH:9]=[CH:10][C:5]=3[O:4][CH3:3])[C@H:24]([C:29]3[CH:34]=[CH:33][CH:32]=[CH:31][CH:30]=3)[CH2:25]2)=[O:45])[CH2:42][CH2:43]1)(=[O:37])[CH3:36]. The yield is 0.760.